From a dataset of Experimentally validated miRNA-target interactions with 360,000+ pairs, plus equal number of negative samples. Binary Classification. Given a miRNA mature sequence and a target amino acid sequence, predict their likelihood of interaction. (1) The miRNA is hsa-miR-484 with sequence UCAGGCUCAGUCCCCUCCCGAU. The protein sequence of the target gene is MAQALSEEEFQRMQAQLLELRTNNYQLSDELRKNGVELTSLRQKVAYLDKEFSKAQKALSKSKKAQEVEVLLSENEMLQAKLHSQEEDFRLQNSTLMAEFSKLCSQMEQLEQENQQLKEGAAGAGVAQAGPLVDGELLRLQAENTALQKNVAALQERYGKEAGKFSAVSEGQGDPPGGLAPTVLAPMPLAEVELKWEMEKEEKRLLWEQLQGLESSKQAETSRLQEELAKLSEKLKKKQESFCRLQTEKETLFNDSRNKIEELQQRKEADHKAQLARTQKLQQELEAANQSLAELRDQRQ.... Result: 1 (interaction). (2) The miRNA is hsa-miR-6799-5p with sequence GGGGAGGUGUGCAGGGCUGG. The protein sequence of the target gene is MGDVLSTHLDDARRQHIAEKTGKILTEFLQFYEDQYGVALFNSMRHEIEGTGLPQAQLLWRKVPLDERIVFSGNLFQHQEDSKKWRNRFSLVPHNYGLVLYENKAAYERQVPPRAVINSAGYKILTSVDQYLELIGNSLPGTTAKSGSAPILKCPTQFPLILWHPYARHYYFCMMTEAEQDKWQAVLQDCIRHCNNGIPEDSKVEGPAFTDAIRMYRQSKELYGTWEMLCGNEVQILSNLVMEELGPELKAELGPRLKGKPQERQRQWIQISDAVYHMVYEQAKARFEEVLSKVQQVQPA.... Result: 1 (interaction). (3) The miRNA is hsa-miR-96-5p with sequence UUUGGCACUAGCACAUUUUUGCU. The protein sequence of the target gene is MERAESSSTEPAKAIKPIDRKSVHQICSGQVVLSLSTAVKELVENSLDAGATNIDLKLKDYGVDLIEVSDNGCGVEEENFEGLTLKHHTSKIQEFADLTQVETFGFRGEALSSLCALSDVTISTCHASAKVGTRLMFDHNGKIIQKTPYPRPRGTTVSVQQLFSTLPVRHKEFQRNIKKEYAKMVQVLHAYCIISAGIRVSCTNQLGQGKRQPVVCTGGSPSIKENIGSVFGQKQLQSLIPFVQLPPSDSVCEEYGLSCSDALHNLFYISGFISQCTHGVGRSSTDRQFFFINRRPCDPA.... Result: 1 (interaction).